Task: Regression. Given two drug SMILES strings and cell line genomic features, predict the synergy score measuring deviation from expected non-interaction effect.. Dataset: NCI-60 drug combinations with 297,098 pairs across 59 cell lines (1) Drug 1: CNC(=O)C1=CC=CC=C1SC2=CC3=C(C=C2)C(=NN3)C=CC4=CC=CC=N4. Drug 2: C1CNP(=O)(OC1)N(CCCl)CCCl. Cell line: HS 578T. Synergy scores: CSS=-14.4, Synergy_ZIP=0.0699, Synergy_Bliss=-11.9, Synergy_Loewe=-17.1, Synergy_HSA=-14.5. (2) Drug 1: CC1=C(C(=O)C2=C(C1=O)N3CC4C(C3(C2COC(=O)N)OC)N4)N. Drug 2: CC(C)CN1C=NC2=C1C3=CC=CC=C3N=C2N. Cell line: A549. Synergy scores: CSS=40.2, Synergy_ZIP=0.337, Synergy_Bliss=0.226, Synergy_Loewe=-7.97, Synergy_HSA=1.02. (3) Drug 1: C1CN1P(=S)(N2CC2)N3CC3. Drug 2: CC(C)CN1C=NC2=C1C3=CC=CC=C3N=C2N. Cell line: HOP-62. Synergy scores: CSS=34.7, Synergy_ZIP=-6.47, Synergy_Bliss=-5.57, Synergy_Loewe=-2.55, Synergy_HSA=-3.17. (4) Drug 1: CN(C)C1=NC(=NC(=N1)N(C)C)N(C)C. Drug 2: C1CC(=O)NC(=O)C1N2C(=O)C3=CC=CC=C3C2=O. Cell line: ACHN. Synergy scores: CSS=-5.72, Synergy_ZIP=2.89, Synergy_Bliss=-0.978, Synergy_Loewe=-5.14, Synergy_HSA=-5.14. (5) Drug 1: C1CC(C1)(C(=O)O)C(=O)O.[NH2-].[NH2-].[Pt+2]. Drug 2: CCN(CC)CCNC(=O)C1=C(NC(=C1C)C=C2C3=C(C=CC(=C3)F)NC2=O)C. Cell line: UACC-257. Synergy scores: CSS=-1.46, Synergy_ZIP=0.545, Synergy_Bliss=0.363, Synergy_Loewe=-3.59, Synergy_HSA=-3.15. (6) Drug 1: C1CCN(CC1)CCOC2=CC=C(C=C2)C(=O)C3=C(SC4=C3C=CC(=C4)O)C5=CC=C(C=C5)O. Drug 2: C1C(C(OC1N2C=NC3=C2NC=NCC3O)CO)O. Cell line: HT29. Synergy scores: CSS=-1.49, Synergy_ZIP=2.55, Synergy_Bliss=2.00, Synergy_Loewe=-1.12, Synergy_HSA=-2.57.